This data is from Reaction yield outcomes from USPTO patents with 853,638 reactions. The task is: Predict the reaction yield, written as a fraction of the theoretical maximum amount of product (1.0 means a 100% yield; for example, 0.34 means a 34% yield). (1) The reactants are C[O:2][C:3]1[CH:4]=[C:5]2[C:10](=[CH:11][CH:12]=1)[CH:9]([CH2:13][C:14]([O:16][CH2:17][CH3:18])=[O:15])[NH:8][CH2:7][CH2:6]2.B(Br)(Br)Br.C(=O)([O-])O.[Na+].[C:28](O[C:28]([O:30][C:31]([CH3:34])([CH3:33])[CH3:32])=[O:29])([O:30][C:31]([CH3:34])([CH3:33])[CH3:32])=[O:29]. The catalyst is ClCCl.O1CCCC1.O. The product is [CH2:17]([O:16][C:14]([CH2:13][CH:9]1[C:10]2[C:5](=[CH:4][C:3]([OH:2])=[CH:12][CH:11]=2)[CH2:6][CH2:7][N:8]1[C:28]([O:30][C:31]([CH3:34])([CH3:33])[CH3:32])=[O:29])=[O:15])[CH3:18]. The yield is 0.260. (2) The reactants are [CH3:1][O:2][C:3](=[O:30])[C@H:4]([CH2:20][C:21]1[CH:26]=[CH:25][C:24]([N+:27]([O-])=O)=[CH:23][CH:22]=1)[NH:5][C:6]([C:8]1([CH2:13][C:14]2[CH:19]=[CH:18][CH:17]=[CH:16][CH:15]=2)[CH2:12][CH2:11][CH2:10][CH2:9]1)=[O:7]. The catalyst is C(O)C. The product is [CH3:1][O:2][C:3](=[O:30])[C@H:4]([CH2:20][C:21]1[CH:26]=[CH:25][C:24]([NH2:27])=[CH:23][CH:22]=1)[NH:5][C:6]([C:8]1([CH2:13][C:14]2[CH:19]=[CH:18][CH:17]=[CH:16][CH:15]=2)[CH2:12][CH2:11][CH2:10][CH2:9]1)=[O:7]. The yield is 0.990.